This data is from Peptide-MHC class II binding affinity with 134,281 pairs from IEDB. The task is: Regression. Given a peptide amino acid sequence and an MHC pseudo amino acid sequence, predict their binding affinity value. This is MHC class II binding data. (1) The peptide sequence is GWDLNAASAYCSTWD. The MHC is DRB1_0701 with pseudo-sequence DRB1_0701. The binding affinity (normalized) is 0.272. (2) The binding affinity (normalized) is 0.0512. The MHC is HLA-DQA10101-DQB10501 with pseudo-sequence HLA-DQA10101-DQB10501. The peptide sequence is FDPYGATISAKPESA. (3) The peptide sequence is GVIMMFLSLGVGA. The MHC is DRB4_0101 with pseudo-sequence DRB4_0103. The binding affinity (normalized) is 0.325. (4) The peptide sequence is LLVSGWNSITV. The MHC is HLA-DQA10102-DQB10501 with pseudo-sequence HLA-DQA10102-DQB10501. The binding affinity (normalized) is 0.527. (5) The peptide sequence is PIYNVLPTTSLVLGKNQTLAT. The MHC is DRB1_0701 with pseudo-sequence DRB1_0701. The binding affinity (normalized) is 0.574. (6) The peptide sequence is DYVRMWVQAATAMSA. The MHC is DRB1_0802 with pseudo-sequence DRB1_0802. The binding affinity (normalized) is 0.427.